This data is from Catalyst prediction with 721,799 reactions and 888 catalyst types from USPTO. The task is: Predict which catalyst facilitates the given reaction. (1) The catalyst class is: 5. Product: [CH3:29][S:26]([C:23]1[CH:24]=[CH:25][C:20]([S:19][C:8]2[N:9]3[C:14]([CH:13]=[CH:12][C:11]([C:15]([F:17])([F:18])[F:16])=[CH:10]3)=[C:6]([CH2:5][C:4]([OH:31])=[O:3])[C:7]=2[CH3:30])=[CH:21][CH:22]=1)(=[O:27])=[O:28].[Cl:46][C:43]1[C:42]([C:47]([F:49])([F:48])[F:50])=[CH:41][N:40]2[C:45]([CH:44]=1)=[C:37]([CH2:36][C:35]([OH:63])=[O:34])[C:38]([CH3:62])=[C:39]2[S:51][C:52]1[CH:53]=[CH:54][C:55]([S:58]([CH3:61])(=[O:59])=[O:60])=[CH:56][CH:57]=1. Reactant: C([O:3][C:4](=[O:31])[CH2:5][C:6]1[C:7]([CH3:30])=[C:8]([S:19][C:20]2[CH:25]=[CH:24][C:23]([S:26]([CH3:29])(=[O:28])=[O:27])=[CH:22][CH:21]=2)[N:9]2[C:14]=1[CH:13]=[CH:12][C:11]([C:15]([F:18])([F:17])[F:16])=[CH:10]2)C.C([O:34][C:35](=[O:63])[CH2:36][C:37]1[C:38]([CH3:62])=[C:39]([S:51][C:52]2[CH:57]=[CH:56][C:55]([S:58]([CH3:61])(=[O:60])=[O:59])=[CH:54][CH:53]=2)[N:40]2[C:45]=1[CH:44]=[C:43]([Cl:46])[C:42]([C:47]([F:50])([F:49])[F:48])=[CH:41]2)C.[OH-].[Na+]. (2) Reactant: [CH2:1]([O:3][C:4]([C:6]1[C:10]([C:11]2[CH:16]=[CH:15][C:14]([F:17])=[CH:13][CH:12]=2)=[C:9]([CH:18]=[O:19])[NH:8][C:7]=1[CH2:20][CH2:21][NH:22]C(OC(C)(C)C)=O)=[O:5])[CH3:2].FC(F)(F)C(O)=O. Product: [CH2:1]([O:3][C:4]([C:6]1[C:10]([C:11]2[CH:16]=[CH:15][C:14]([F:17])=[CH:13][CH:12]=2)=[C:9]([CH:18]=[O:19])[NH:8][C:7]=1[CH2:20][CH2:21][NH2:22])=[O:5])[CH3:2]. The catalyst class is: 4.